From a dataset of Forward reaction prediction with 1.9M reactions from USPTO patents (1976-2016). Predict the product of the given reaction. (1) Given the reactants [C:1]([C:5]1[CH:10]=[CH:9][C:8]([C:11]2[C:16]([CH3:17])=[CH:15][C:14]([SH:18])=[CH:13][C:12]=2[CH3:19])=[CH:7][CH:6]=1)([CH3:4])([CH3:3])[CH3:2].C(O[C:23]([C:25]1[S:26][C:27]([CH:30](O)[CH3:31])=[CH:28][CH:29]=1)=[O:24])C.Cl.[CH3:34][O:35][C:36](=[O:40])[CH2:37][CH2:38][NH2:39], predict the reaction product. The product is: [CH3:34][O:35][C:36](=[O:40])[CH2:37][CH2:38][NH:39][C:23]([C:25]1[S:26][C:27]([CH:30]([S:18][C:14]2[CH:13]=[C:12]([CH3:19])[C:11]([C:8]3[CH:7]=[CH:6][C:5]([C:1]([CH3:4])([CH3:3])[CH3:2])=[CH:10][CH:9]=3)=[C:16]([CH3:17])[CH:15]=2)[CH3:31])=[CH:28][CH:29]=1)=[O:24]. (2) Given the reactants [N:1]#[C:2][NH2:3].[CH3:4][O-].[Na+].[Cl:7][C:8]1[CH:13]=[C:12]([N:14]=[C:15]=[S:16])[CH:11]=[CH:10][C:9]=1[C:17]1[CH:22]=[CH:21][CH:20]=[CH:19][CH:18]=1.IC, predict the reaction product. The product is: [Cl:7][C:8]1[CH:13]=[C:12]([NH:14]/[C:15](/[S:16][CH3:4])=[N:1]/[C:2]#[N:3])[CH:11]=[CH:10][C:9]=1[C:17]1[CH:18]=[CH:19][CH:20]=[CH:21][CH:22]=1. (3) Given the reactants [C:1]([CH:4]1[C:20]2([CH3:21])[CH:7]([CH:8]3[CH:17]([CH:18]([OH:22])[CH2:19]2)[C:16]2([CH3:23])[C:11](=[CH:12][C:13](=[O:24])[CH2:14][CH2:15]2)[CH2:10][CH2:9]3)[CH2:6][CH2:5]1)(=[O:3])[CH3:2].[BH4-].[Na+], predict the reaction product. The product is: [OH:3][CH:1]([C@@H:4]1[C@:20]2([CH3:21])[CH:7]([CH:8]3[CH:17]([C@@H:18]([OH:22])[CH2:19]2)[C@:16]2([CH3:23])[C:11](=[CH:12][C@@H:13]([OH:24])[CH2:14][CH2:15]2)[CH2:10][CH2:9]3)[CH2:6][CH2:5]1)[CH3:2]. (4) Given the reactants [NH:1]1[CH2:9][CH2:8][CH:4]([C:5]([NH2:7])=[O:6])[CH2:3][CH2:2]1.[C:10]([O:14][C:15](O[C:15]([O:14][C:10]([CH3:13])([CH3:12])[CH3:11])=[O:16])=[O:16])([CH3:13])([CH3:12])[CH3:11], predict the reaction product. The product is: [NH2:7][C:5]([CH:4]1[CH2:8][CH2:9][N:1]([C:15]([O:14][C:10]([CH3:13])([CH3:12])[CH3:11])=[O:16])[CH2:2][CH2:3]1)=[O:6].